From a dataset of Forward reaction prediction with 1.9M reactions from USPTO patents (1976-2016). Predict the product of the given reaction. Given the reactants CC1(C)[O:9][C:8](=[O:10])[C:5]2([CH2:7][CH2:6]2)[C:4](=[O:11])O1.[NH2:13][C:14]1[CH:19]=[CH:18][C:17]([C:20](=[O:22])[CH3:21])=[CH:16][CH:15]=1, predict the reaction product. The product is: [C:20]([C:17]1[CH:18]=[CH:19][C:14]([N:13]2[CH2:6][CH2:7][CH:5]([C:8]([OH:9])=[O:10])[C:4]2=[O:11])=[CH:15][CH:16]=1)(=[O:22])[CH3:21].